Dataset: NCI-60 drug combinations with 297,098 pairs across 59 cell lines. Task: Regression. Given two drug SMILES strings and cell line genomic features, predict the synergy score measuring deviation from expected non-interaction effect. (1) Drug 1: C1CCN(CC1)CCOC2=CC=C(C=C2)C(=O)C3=C(SC4=C3C=CC(=C4)O)C5=CC=C(C=C5)O. Drug 2: C1=NNC2=C1C(=O)NC=N2. Cell line: ACHN. Synergy scores: CSS=16.7, Synergy_ZIP=0.460, Synergy_Bliss=5.01, Synergy_Loewe=4.07, Synergy_HSA=3.34. (2) Drug 2: CC1CCC2CC(C(=CC=CC=CC(CC(C(=O)C(C(C(=CC(C(=O)CC(OC(=O)C3CCCCN3C(=O)C(=O)C1(O2)O)C(C)CC4CCC(C(C4)OC)O)C)C)O)OC)C)C)C)OC. Cell line: SN12C. Drug 1: CC12CCC3C(C1CCC2=O)CC(=C)C4=CC(=O)C=CC34C. Synergy scores: CSS=34.4, Synergy_ZIP=-7.56, Synergy_Bliss=-5.06, Synergy_Loewe=-2.84, Synergy_HSA=-1.43. (3) Drug 1: CN1C2=C(C=C(C=C2)N(CCCl)CCCl)N=C1CCCC(=O)O.Cl. Drug 2: C(CN)CNCCSP(=O)(O)O. Cell line: COLO 205. Synergy scores: CSS=13.3, Synergy_ZIP=-2.17, Synergy_Bliss=3.09, Synergy_Loewe=7.15, Synergy_HSA=1.36. (4) Drug 1: CS(=O)(=O)CCNCC1=CC=C(O1)C2=CC3=C(C=C2)N=CN=C3NC4=CC(=C(C=C4)OCC5=CC(=CC=C5)F)Cl. Drug 2: CC1=C(C(=CC=C1)Cl)NC(=O)C2=CN=C(S2)NC3=CC(=NC(=N3)C)N4CCN(CC4)CCO. Cell line: NCIH23. Synergy scores: CSS=35.1, Synergy_ZIP=-1.49, Synergy_Bliss=-1.02, Synergy_Loewe=3.89, Synergy_HSA=4.94. (5) Drug 1: CNC(=O)C1=CC=CC=C1SC2=CC3=C(C=C2)C(=NN3)C=CC4=CC=CC=N4. Synergy scores: CSS=25.4, Synergy_ZIP=-4.15, Synergy_Bliss=-3.17, Synergy_Loewe=-14.5, Synergy_HSA=-4.29. Drug 2: CCC1(CC2CC(C3=C(CCN(C2)C1)C4=CC=CC=C4N3)(C5=C(C=C6C(=C5)C78CCN9C7C(C=CC9)(C(C(C8N6C)(C(=O)OC)O)OC(=O)C)CC)OC)C(=O)OC)O.OS(=O)(=O)O. Cell line: NCI-H460.